From a dataset of Full USPTO retrosynthesis dataset with 1.9M reactions from patents (1976-2016). Predict the reactants needed to synthesize the given product. Given the product [C:1]([C:5]1[CH:9]=[C:8]([NH:10][C:11](=[O:36])[NH:12][C:13]2[C:22]3[C:17](=[CH:18][CH:19]=[CH:20][CH:21]=3)[C:16]([O:23][CH2:24][C:25]3[CH:30]=[CH:29][N:28]=[C:27]([NH:31][C:32](=[O:35])[CH2:33][NH:57][CH2:56][CH2:55][O:54][CH3:53])[CH:26]=3)=[CH:15][CH:14]=2)[N:7]([C:37]2[CH:42]=[CH:41][C:40]([CH3:43])=[CH:39][CH:38]=2)[N:6]=1)([CH3:4])([CH3:3])[CH3:2], predict the reactants needed to synthesize it. The reactants are: [C:1]([C:5]1[CH:9]=[C:8]([NH:10][C:11](=[O:36])[NH:12][C:13]2[C:22]3[C:17](=[CH:18][CH:19]=[CH:20][CH:21]=3)[C:16]([O:23][CH2:24][C:25]3[CH:30]=[CH:29][N:28]=[C:27]([NH:31][C:32](=[O:35])[CH2:33]Cl)[CH:26]=3)=[CH:15][CH:14]=2)[N:7]([C:37]2[CH:42]=[CH:41][C:40]([CH3:43])=[CH:39][CH:38]=2)[N:6]=1)([CH3:4])([CH3:3])[CH3:2].CCN(C(C)C)C(C)C.[CH3:53][O:54][CH2:55][CH2:56][NH2:57].